From a dataset of Peptide-MHC class I binding affinity with 185,985 pairs from IEDB/IMGT. Regression. Given a peptide amino acid sequence and an MHC pseudo amino acid sequence, predict their binding affinity value. This is MHC class I binding data. The peptide sequence is FMVYVPLPA. The MHC is HLA-B58:01 with pseudo-sequence HLA-B58:01. The binding affinity (normalized) is 0.213.